From a dataset of Forward reaction prediction with 1.9M reactions from USPTO patents (1976-2016). Predict the product of the given reaction. (1) The product is: [Cl:42][C:28]1[C:27]([Cl:43])=[C:26]([C:13]2[S:12][C:11]([C:14]3[CH:18]=[C:17]([C:19]([OH:22])([CH3:20])[CH3:21])[O:16][N:15]=3)=[N:10][C:9]=2[CH2:8][OH:7])[CH:31]=[CH:30][C:29]=1[S:32]([NH:35][C@@H:36]([CH3:41])[C:37]([F:40])([F:38])[F:39])(=[O:34])=[O:33]. Given the reactants C[Si](C)(C)CCOC[O:7][CH2:8][C:9]1[N:10]=[C:11]([C:14]2[CH:18]=[C:17]([C:19]([OH:22])([CH3:21])[CH3:20])[O:16][N:15]=2)[S:12][CH:13]=1.Br[C:26]1[CH:31]=[CH:30][C:29]([S:32]([NH:35][C@@H:36]([CH3:41])[C:37]([F:40])([F:39])[F:38])(=[O:34])=[O:33])=[C:28]([Cl:42])[C:27]=1[Cl:43].C([O-])([O-])=O.[Na+].[Na+].P(C1CCCCC1)(C1CCCCC1)C1CCCCC1.[H+].[B-](F)(F)(F)F.C(O)(C(C)(C)C)=O, predict the reaction product. (2) Given the reactants [OH-].[Li+].[OH:3][C:4]1[CH:9]=[CH:8][C:7]([OH:10])=[CH:6][C:5]=1[C:11](=[O:13])[CH3:12].[CH3:14][O:15][C:16]1[CH:24]=[CH:23][C:19]([C:20](Cl)=O)=[CH:18][CH:17]=1.Cl, predict the reaction product. The product is: [CH3:14][O:15][C:16]1[CH:24]=[CH:23][C:19]([C:20]2[O:3][C:4]3[C:5]([C:11](=[O:13])[CH:12]=2)=[CH:6][C:7]([OH:10])=[CH:8][CH:9]=3)=[CH:18][CH:17]=1. (3) Given the reactants [Cl:1][C:2]1[N:7]=[CH:6][C:5]([CH:8]([NH2:10])[CH3:9])=[CH:4][CH:3]=1.C(N(C(C)C)CC)(C)C.[C:20]([O:24][C:25](O[C:25]([O:24][C:20]([CH3:23])([CH3:22])[CH3:21])=[O:26])=[O:26])([CH3:23])([CH3:22])[CH3:21], predict the reaction product. The product is: [C:20]([O:24][C:25](=[O:26])[NH:10][CH:8]([C:5]1[CH:6]=[N:7][C:2]([Cl:1])=[CH:3][CH:4]=1)[CH3:9])([CH3:23])([CH3:22])[CH3:21]. (4) Given the reactants C(Cl)(=O)C(Cl)=O.[Cl:7][C:8]1[CH:17]=[C:16]2[C:11]([C:12](=[O:22])[C:13]([CH3:21])=[C:14]([C:18]([OH:20])=O)[O:15]2)=[CH:10][CH:9]=1.Cl.Cl.[O:25]1[C:29]2[CH:30]=[CH:31][C:32]([CH2:34][N:35]3[CH2:40][CH2:39][CH:38]([NH2:41])[CH2:37][CH2:36]3)=[CH:33][C:28]=2[O:27][CH2:26]1.CCN(C(C)C)C(C)C, predict the reaction product. The product is: [O:25]1[C:29]2[CH:30]=[CH:31][C:32]([CH2:34][N:35]3[CH2:40][CH2:39][CH:38]([NH:41][C:18]([C:14]4[O:15][C:16]5[C:11]([C:12](=[O:22])[C:13]=4[CH3:21])=[CH:10][CH:9]=[C:8]([Cl:7])[CH:17]=5)=[O:20])[CH2:37][CH2:36]3)=[CH:33][C:28]=2[O:27][CH2:26]1. (5) Given the reactants [NH2:1][C:2]1[CH:7]=[CH:6][C:5]([OH:8])=[CH:4][C:3]=1[N+:9]([O-:11])=[O:10].Br[CH2:13][CH2:14][CH2:15][CH2:16][CH2:17][CH2:18][CH2:19][CH2:20][CH2:21][CH2:22][CH2:23][CH3:24].C(=O)([O-])[O-].[K+].[K+], predict the reaction product. The product is: [CH2:24]([O:8][C:5]1[CH:6]=[CH:7][C:2]([NH2:1])=[C:3]([N+:9]([O-:11])=[O:10])[CH:4]=1)[CH2:23][CH2:22][CH2:21][CH2:20][CH2:19][CH2:18][CH2:17][CH2:16][CH2:15][CH2:14][CH3:13]. (6) Given the reactants [C:1]([C:3]1[CH:4]=[C:5]([CH:19]=[C:20]([I:24])[C:21]=1[O:22]C)[C:6]([N:8]1[C:12]2[CH:13]=[CH:14][CH:15]=[CH:16][C:11]=2[S:10](=[O:18])(=[O:17])[CH2:9]1)=[O:7])#[N:2].[Cl-].[Li+].Cl, predict the reaction product. The product is: [C:1]([C:3]1[CH:4]=[C:5]([CH:19]=[C:20]([I:24])[C:21]=1[OH:22])[C:6]([N:8]1[C:12]2[CH:13]=[CH:14][CH:15]=[CH:16][C:11]=2[S:10](=[O:18])(=[O:17])[CH2:9]1)=[O:7])#[N:2]. (7) Given the reactants [C:1]([C:4]1([C:9]([NH:11][CH2:12][C:13]2[CH:18]=[CH:17][CH:16]=[CH:15][CH:14]=2)=[O:10])[CH2:8][CH2:7][CH2:6][CH2:5]1)(=[O:3])[CH3:2].C1C(=O)N([Br:26])C(=O)C1.CC1C=CC(S(O)(=O)=O)=CC=1, predict the reaction product. The product is: [CH2:12]([NH:11][C:9]([C:4]1([C:1](=[O:3])[CH2:2][Br:26])[CH2:8][CH2:7][CH2:6][CH2:5]1)=[O:10])[C:13]1[CH:14]=[CH:15][CH:16]=[CH:17][CH:18]=1.